This data is from NCI-60 drug combinations with 297,098 pairs across 59 cell lines. The task is: Regression. Given two drug SMILES strings and cell line genomic features, predict the synergy score measuring deviation from expected non-interaction effect. Drug 1: CC1=C(C=C(C=C1)NC2=NC=CC(=N2)N(C)C3=CC4=NN(C(=C4C=C3)C)C)S(=O)(=O)N.Cl. Drug 2: CC1=C(C(CCC1)(C)C)C=CC(=CC=CC(=CC(=O)O)C)C. Cell line: HOP-62. Synergy scores: CSS=1.61, Synergy_ZIP=-0.207, Synergy_Bliss=1.30, Synergy_Loewe=-2.74, Synergy_HSA=-1.76.